From a dataset of Full USPTO retrosynthesis dataset with 1.9M reactions from patents (1976-2016). Predict the reactants needed to synthesize the given product. (1) Given the product [NH2:23][C:22]1[NH:24][C:11](=[O:13])[CH:10]=[C:9]([C:5]2[CH:4]=[C:3]([CH:8]=[CH:7][CH:6]=2)[C:1]#[N:2])[N:21]=1, predict the reactants needed to synthesize it. The reactants are: [C:1]([C:3]1[CH:4]=[C:5]([C:9](=O)[CH2:10][C:11]([O:13]CC)=O)[CH:6]=[CH:7][CH:8]=1)#[N:2].C(=O)([O-])[O-].[NH2:21][C:22]([NH2:24])=[NH2+:23].[NH2:21][C:22]([NH2:24])=[NH2+:23].Cl. (2) Given the product [CH2:11]([C:9]1[CH:10]=[C:2]([CH:26]=[O:27])[CH:3]=[C:4]2[C:8]=1[NH:7][N:6]=[C:5]2[CH3:13])[CH3:12], predict the reactants needed to synthesize it. The reactants are: Br[C:2]1[CH:3]=[C:4]2[C:8](=[C:9]([CH2:11][CH3:12])[CH:10]=1)[NH:7][N:6]=[C:5]2[CH3:13].[H-].[Na+].C([Li])(C)(C)C.CCCCC.[C:26](=O)(O)[O-:27].[Na+]. (3) Given the product [Cl:1][C:2]1[CH:10]=[C:9]2[C:5]([CH:6]=[C:7]([CH2:11][N:12]3[CH2:17][CH2:16][CH:15]([C:18]([OH:20])=[O:19])[CH2:14][CH2:13]3)[NH:8]2)=[CH:4][C:3]=1[C:23]1[CH:24]=[CH:25][C:26]([C:29]2[CH:30]=[CH:31][C:32]([S:35]([CH3:38])(=[O:36])=[O:37])=[CH:33][CH:34]=2)=[CH:27][CH:28]=1, predict the reactants needed to synthesize it. The reactants are: [Cl:1][C:2]1[CH:10]=[C:9]2[C:5]([CH:6]=[C:7]([CH2:11][N:12]3[CH2:17][CH2:16][CH:15]([C:18]([O:20]CC)=[O:19])[CH2:14][CH2:13]3)[NH:8]2)=[CH:4][C:3]=1[C:23]1[CH:28]=[CH:27][C:26]([C:29]2[CH:34]=[CH:33][C:32]([S:35]([CH3:38])(=[O:37])=[O:36])=[CH:31][CH:30]=2)=[CH:25][CH:24]=1.[OH-].[Na+].O.Cl. (4) Given the product [CH2:1]([C:3]1[N:13]([CH2:14][C:15]2[CH:20]=[CH:19][C:18]([NH:21][CH:22]3[CH2:27][CH2:26][N:25]([C:28]([CH:30]4[CH2:35][CH2:34][NH:33][CH2:32][CH2:31]4)=[O:29])[CH2:24][CH2:23]3)=[CH:17][CH:16]=2)[C:6]2=[N:7][C:8]([CH3:12])=[CH:9][C:10]([CH3:11])=[C:5]2[N:4]=1)[CH3:2], predict the reactants needed to synthesize it. The reactants are: [CH2:1]([C:3]1[N:13]([CH2:14][C:15]2[CH:20]=[CH:19][C:18]([NH:21][CH:22]3[CH2:27][CH2:26][N:25]([C:28]([CH:30]4[CH2:35][CH2:34][N:33](C(OC(C)(C)C)=O)[CH2:32][CH2:31]4)=[O:29])[CH2:24][CH2:23]3)=[CH:17][CH:16]=2)[C:6]2=[N:7][C:8]([CH3:12])=[CH:9][C:10]([CH3:11])=[C:5]2[N:4]=1)[CH3:2].C(OCC)(=O)C.Cl.[OH-].[Na+]. (5) Given the product [OH:24][B:16]1[C@@H:15]([NH:29][C:30]([C:32]2([C:45]3[CH:46]=[CH:47][CH:48]=[CH:49][CH:50]=3)[CH2:33][CH2:34][NH:35][CH2:36][CH2:37]2)=[O:31])[CH2:14][C:10]2[CH:11]=[CH:12][CH:13]=[C:8]([C:6]([OH:5])=[O:7])[C:9]=2[O:17]1, predict the reactants needed to synthesize it. The reactants are: C([O:5][C:6]([C:8]1[C:9](OC)=[C:10]([CH2:14][C@H:15]([NH:29][C:30]([C:32]2([C:45]3[CH:50]=[CH:49][CH:48]=[CH:47][CH:46]=3)[CH2:37][CH2:36][N:35](C(OC(C)(C)C)=O)[CH2:34][CH2:33]2)=[O:31])[B:16]2[O:24]C3C(C)(C4CC(C3)C4(C)C)[O:17]2)[CH:11]=[CH:12][CH:13]=1)=[O:7])(C)(C)C.B(Cl)(Cl)Cl. (6) Given the product [CH3:4][O:5][C:6]1[CH:7]=[C:8]2[C:12](=[CH:13][CH:14]=1)[CH2:11][CH:10]([N:15]1[C:19](=[O:20])[C:18]3[C:17](=[CH:25][CH:24]=[CH:23][CH:22]=3)[C:16]1=[O:21])[CH2:9]2, predict the reactants needed to synthesize it. The reactants are: [H-].[Na+].Cl.[CH3:4][O:5][C:6]1[CH:7]=[C:8]2[C:12](=[CH:13][CH:14]=1)[CH2:11][CH:10]([NH2:15])[CH2:9]2.[C:16]1(=O)[O:21][C:19](=[O:20])[C:18]2=[CH:22][CH:23]=[CH:24][CH:25]=[C:17]12.